Binary Classification. Given a drug SMILES string, predict its activity (active/inactive) in a high-throughput screening assay against a specified biological target. From a dataset of HIV replication inhibition screening data with 41,000+ compounds from the AIDS Antiviral Screen. (1) The compound is C=C(C)C1CCC2=CC(OC2=O)C(C(=C)C)c2cc(C(=O)O)c(o2)C1. The result is 0 (inactive). (2) The molecule is CC(C)CC(NC(=O)C(Cc1ccccc1)NC(=O)C(COCc1ccccc1)NC(=O)OC(C)(C)C)C(=O)OCc1ccccc1. The result is 0 (inactive). (3) The result is 0 (inactive). The compound is CCCCNc1nc(C#N)c(N)s1. (4) The drug is O=C1C(=Cc2ccc(OCc3ccccc3)cc2)CCCC1=Cc1ccc(OCc2ccccc2)cc1. The result is 0 (inactive). (5) The compound is CNC1=CC(=O)C2=C(C1=O)C1CCC3(C)C(=O)CCC3C1CC2. The result is 0 (inactive). (6) The molecule is O=C1C2ON(c3ccccc3)C(c3ccc([N+](=O)[O-])cc3)C2C(=O)N1c1ccc(Cc2ccc(N3C(=O)C4ON(c5ccccc5)C(c5ccc([N+](=O)[O-])cc5)C4C3=O)cc2)cc1. The result is 0 (inactive). (7) The molecule is N=c1nc(NC(=O)C(=O)Nc2ccccc2C(N)=O)[nH][nH]1. The result is 0 (inactive). (8) The compound is Cl.O=C1C(=Cc2ccccc2)CCCC1CN1CCCCC1. The result is 0 (inactive). (9) The molecule is N=C(NN=Cc1ccc(Cl)cc1Cl)C(=N)NN=Cc1ccc(Cl)cc1Cl. The result is 0 (inactive).